This data is from Forward reaction prediction with 1.9M reactions from USPTO patents (1976-2016). The task is: Predict the product of the given reaction. (1) Given the reactants CN(CC1N(C[C@H]2CCCNC2)C2C=CC=CC=2N=1)[C@@H]1C2N=CC=CC=2CCC1.[CH3:30][N:31]([CH2:42][C:43]1[N:47]([CH2:48][C@@H:49]2[CH2:54][CH2:53][CH2:52][N:51]([CH2:55][CH2:56][CH:57]([CH3:59])[CH3:58])[CH2:50]2)[C:46]2[CH:60]=[CH:61][CH:62]=[CH:63][C:45]=2[N:44]=1)[C@H:32]1[C:41]2[N:40]=[CH:39][CH:38]=[CH:37][C:36]=2[CH2:35][CH2:34][CH2:33]1, predict the reaction product. The product is: [CH3:30][N:31]([CH2:42][C:43]1[N:47]([CH2:48][C@H:49]2[CH2:54][CH2:53][CH2:52][N:51]([CH2:55][CH2:56][CH:57]([CH3:59])[CH3:58])[CH2:50]2)[C:46]2[CH:60]=[CH:61][CH:62]=[CH:63][C:45]=2[N:44]=1)[C@@H:32]1[C:41]2[N:40]=[CH:39][CH:38]=[CH:37][C:36]=2[CH2:35][CH2:34][CH2:33]1. (2) Given the reactants [Br:1][C:2]1[CH:3]=[C:4]2[C:9](=[CH:10][CH:11]=1)[C:8](=[O:12])[CH2:7]C[C:5]2([CH3:14])[CH3:13].BrC1C=C2C(CCC2(C)C)=CC=1, predict the reaction product. The product is: [Br:1][C:2]1[CH:3]=[C:4]2[C:9](=[CH:10][CH:11]=1)[C:8](=[O:12])[CH2:7][C:5]2([CH3:13])[CH3:14]. (3) Given the reactants C([O:8][C:9]1[C:17]2[C:16](=[O:18])[N:15]([CH2:19][C:20]3[CH:25]=[CH:24][C:23]([F:26])=[CH:22][CH:21]=3)[N:14]=[C:13]([CH3:27])[C:12]=2[N:11]2[CH2:28][CH2:29][N:30]([CH3:33])[C:31](=[O:32])[C:10]=12)C1C=CC=CC=1, predict the reaction product. The product is: [F:26][C:23]1[CH:24]=[CH:25][C:20]([CH2:19][N:15]2[C:16](=[O:18])[C:17]3[C:9]([OH:8])=[C:10]4[C:31](=[O:32])[N:30]([CH3:33])[CH2:29][CH2:28][N:11]4[C:12]=3[C:13]([CH3:27])=[N:14]2)=[CH:21][CH:22]=1. (4) Given the reactants [F:1][C:2]1[CH:7]=[C:6]([O:8]C)[CH:5]=[CH:4][C:3]=1[S:10]([NH:13][C:14]1[CH:15]=[CH:16][C:17]2[CH2:21][O:20][B:19]([OH:22])[C:18]=2[CH:23]=1)(=[O:12])=[O:11].B(Br)(Br)Br, predict the reaction product. The product is: [F:1][C:2]1[CH:7]=[C:6]([OH:8])[CH:5]=[CH:4][C:3]=1[S:10]([NH:13][C:14]1[CH:15]=[CH:16][C:17]2[CH2:21][O:20][B:19]([OH:22])[C:18]=2[CH:23]=1)(=[O:12])=[O:11].